From a dataset of Full USPTO retrosynthesis dataset with 1.9M reactions from patents (1976-2016). Predict the reactants needed to synthesize the given product. (1) The reactants are: [N:1]1[CH:6]=[CH:5][C:4]([NH:7][CH2:8][CH:9]2[CH2:14][CH2:13][NH:12][CH2:11][CH2:10]2)=[CH:3][N:2]=1.O=C1CCC(=O)N1[O:22][C:23](=O)[O:24][CH2:25][C:26]1[CH:31]=[CH:30][C:29]([F:32])=[CH:28][CH:27]=1. Given the product [F:32][C:29]1[CH:28]=[CH:27][C:26]([CH2:25][O:24][C:23]([N:12]2[CH2:11][CH2:10][CH:9]([CH2:8][NH:7][C:4]3[CH:5]=[CH:6][N:1]=[N:2][CH:3]=3)[CH2:14][CH2:13]2)=[O:22])=[CH:31][CH:30]=1, predict the reactants needed to synthesize it. (2) The reactants are: [C:1]([C:4]1[CH:9]=[CH:8][C:7]([N:10]2[CH2:15][CH2:14][N:13]([C:16]([C:18]3[CH:19]=[C:20]([S:25]([N:28]([CH3:30])[CH3:29])(=[O:27])=[O:26])[CH:21]=[CH:22][C:23]=3Cl)=[O:17])[CH2:12][CH2:11]2)=[C:6]([F:31])[CH:5]=1)(=[O:3])[CH3:2].[NH:32]1[CH2:37][CH2:36][O:35][CH2:34][CH2:33]1. Given the product [C:1]([C:4]1[CH:9]=[CH:8][C:7]([N:10]2[CH2:15][CH2:14][N:13]([C:16]([C:18]3[CH:19]=[C:20]([S:25]([N:28]([CH3:30])[CH3:29])(=[O:27])=[O:26])[CH:21]=[CH:22][C:23]=3[N:32]3[CH2:37][CH2:36][O:35][CH2:34][CH2:33]3)=[O:17])[CH2:12][CH2:11]2)=[C:6]([F:31])[CH:5]=1)(=[O:3])[CH3:2], predict the reactants needed to synthesize it. (3) Given the product [Br:1][C:2]1[CH:3]=[C:4]2[C:8](=[C:9]([CH:11]([O:13][CH2:14][C:15]3([C:28]4[CH:29]=[CH:30][C:31]([F:34])=[CH:32][CH:33]=4)[CH2:20][CH2:19][N:18]([C:21]([O:23][C:24]([CH3:26])([CH3:27])[CH3:25])=[O:22])[CH2:17][CH2:16]3)[CH3:12])[CH:10]=1)[NH:7][N:6]=[CH:5]2, predict the reactants needed to synthesize it. The reactants are: [Br:1][C:2]1[CH:3]=[C:4]2[C:8](=[C:9]([CH:11]([O:13][CH2:14][C:15]3([C:28]4[CH:33]=[CH:32][C:31]([F:34])=[CH:30][CH:29]=4)[CH2:20][CH2:19][N:18]([C:21]([O:23][C:24]([CH3:27])([CH3:26])[CH3:25])=[O:22])[CH2:17][CH2:16]3)[CH3:12])[CH:10]=1)[N:7](COCC[Si](C)(C)C)[N:6]=[CH:5]2.N1CCCCC1.C(OC(OC(C)(C)C)=O)(OC(C)(C)C)=O. (4) Given the product [O:1]1[CH:5]=[CH:4][C:3]([C:6]([N:46]2[CH2:47][CH:40]3[CH:44]([CH2:43][CH2:42][N:41]3[C:48]([O:50][C:51]([CH3:54])([CH3:53])[CH3:52])=[O:49])[CH2:45]2)=[O:8])=[CH:2]1, predict the reactants needed to synthesize it. The reactants are: [O:1]1[CH:5]=[CH:4][C:3]([C:6]([OH:8])=O)=[CH:2]1.CN(C(ON1N=NC2C=CC=CC1=2)=[N+](C)C)C.F[P-](F)(F)(F)(F)F.C(N(CC)CC)C.[CH:40]12[CH2:47][NH:46][CH2:45][CH:44]1[CH2:43][CH2:42][N:41]2[C:48]([O:50][C:51]([CH3:54])([CH3:53])[CH3:52])=[O:49]. (5) The reactants are: [Br:1][C:2]1[CH:7]=[CH:6][C:5]([C@@H:8]([C:16]2[N:17]=[N:18][N:19]([CH2:21][Si](C)(C)C)[CH:20]=2)[NH:9][S:10]([C:12]([CH3:15])([CH3:14])[CH3:13])=[O:11])=[CH:4][CH:3]=1.CCCC[N+](CCCC)(CCCC)CCCC.[F-]. Given the product [Br:1][C:2]1[CH:7]=[CH:6][C:5]([C@@H:8]([C:16]2[N:17]=[N:18][N:19]([CH3:21])[CH:20]=2)[NH:9][S:10]([C:12]([CH3:15])([CH3:14])[CH3:13])=[O:11])=[CH:4][CH:3]=1, predict the reactants needed to synthesize it. (6) The reactants are: C([O:4][C:5]1[CH:6]=[C:7]2[C:12](=[C:13]([F:15])[CH:14]=1)[NH:11][C:10](=[O:16])[CH2:9][CH2:8]2)(=O)C.[OH-].[Na+]. Given the product [F:15][C:13]1[CH:14]=[C:5]([OH:4])[CH:6]=[C:7]2[C:12]=1[NH:11][C:10](=[O:16])[CH2:9][CH2:8]2, predict the reactants needed to synthesize it. (7) Given the product [CH:1]1[C:13]2[N:12]([CH:14]3[C:23]4[C:18](=[CH:19][CH:20]=[CH:21][CH:22]=4)[N:17]([C:24](=[O:35])[C:25]4[CH:30]=[CH:29][C:28]([O:31][CH3:32])=[C:27]([O:33][CH3:34])[CH:26]=4)[CH:16]([CH2:36][CH2:37][CH2:38][CH2:39][C:40]([NH:50][CH2:49][CH2:48][C:47]([O:46][CH2:44][CH3:45])=[O:51])=[O:41])[CH2:15]3)[C:11]3[C:6](=[CH:7][CH:8]=[CH:9][CH:10]=3)[C:5]=2[CH:4]=[CH:3][CH:2]=1, predict the reactants needed to synthesize it. The reactants are: [CH:1]1[C:13]2[N:12]([CH:14]3[C:23]4[C:18](=[CH:19][CH:20]=[CH:21][CH:22]=4)[N:17]([C:24](=[O:35])[C:25]4[CH:30]=[CH:29][C:28]([O:31][CH3:32])=[C:27]([O:33][CH3:34])[CH:26]=4)[CH:16]([CH2:36][CH2:37][CH2:38][CH2:39][C:40](O)=[O:41])[CH2:15]3)[C:11]3[C:6](=[CH:7][CH:8]=[CH:9][CH:10]=3)[C:5]=2[CH:4]=[CH:3][CH:2]=1.Cl.[CH2:44]([O:46][C:47](=[O:51])[CH2:48][CH2:49][NH2:50])[CH3:45].ON1C2C=CC=CC=2N=N1.Cl.C(N=C=NCCCN(C)C)C.